Predict the product of the given reaction. From a dataset of Forward reaction prediction with 1.9M reactions from USPTO patents (1976-2016). (1) Given the reactants [OH:1][C:2]1[C:7]2[O:8][C:9]3[CH2:14][CH2:13][N:12]([C:15]([O:17][C:18]([CH3:21])([CH3:20])[CH3:19])=[O:16])[CH2:11][C:10]=3[C:6]=2[CH:5]=[C:4]([S:22]([C:25]2[CH:30]=[CH:29][CH:28]=[CH:27][CH:26]=2)(=[O:24])=[O:23])[CH:3]=1.[C:31](=O)([O-])[O-].[K+].[K+].COS(OC)(=O)=O, predict the reaction product. The product is: [CH3:31][O:1][C:2]1[C:7]2[O:8][C:9]3[CH2:14][CH2:13][N:12]([C:15]([O:17][C:18]([CH3:21])([CH3:19])[CH3:20])=[O:16])[CH2:11][C:10]=3[C:6]=2[CH:5]=[C:4]([S:22]([C:25]2[CH:30]=[CH:29][CH:28]=[CH:27][CH:26]=2)(=[O:23])=[O:24])[CH:3]=1. (2) The product is: [CH3:36][NH:37][C:2]1[N:11]=[C:10]([NH:19][CH2:18][C:17]2[CH:20]=[CH:21][C:14]([NH:13][C:33]([C:32]3[CH:31]=[CH:30][C:25]4[C:24](=[CH:29][CH:28]=[CH:27][CH:26]=4)[N:23]=3)=[O:34])=[CH:15][CH:16]=2)[C:9]2[C:4](=[CH:5][CH:6]=[CH:7][CH:8]=2)[N:3]=1. Given the reactants Cl[C:2]1[N:11]=[C:10](Cl)[C:9]2[C:4](=[CH:5][CH:6]=[CH:7][CH:8]=2)[N:3]=1.[NH2:13][C:14]1[CH:21]=[CH:20][C:17]([CH2:18][NH2:19])=[CH:16][CH:15]=1.Cl[N:23]1[C:32]([C:33](Cl)=[O:34])=[CH:31][C:30]2[C:25](=[CH:26][CH:27]=[CH:28][CH:29]=2)[CH2:24]1.[CH3:36][NH2:37], predict the reaction product. (3) Given the reactants [P:1]([OH:4])([OH:3])[OH:2].[CH3:5][Si:6]([CH3:13])([CH3:12])O[Si:6]([CH3:13])([CH3:12])[CH3:5], predict the reaction product. The product is: [PH:1](=[O:4])([O:3][Si:6]([CH3:13])([CH3:12])[CH3:5])[O:2][Si:6]([CH3:13])([CH3:12])[CH3:5]. (4) Given the reactants [F:1][C:2]1[CH:7]=[CH:6][C:5]([C:8]2[O:9][C:10]3[CH:20]=[CH:19][C:18]([C:21]4[CH:26]=[C:25]([O:27]C(C)C)[CH:24]=[C:23]([C:31](=[O:37])[NH:32][CH2:33][CH:34]([CH3:36])[CH3:35])[CH:22]=4)=[CH:17][C:11]=3[C:12]=2[C:13]([NH:15][CH3:16])=[O:14])=[CH:4][CH:3]=1.ClB(Cl)Cl.CO, predict the reaction product. The product is: [F:1][C:2]1[CH:3]=[CH:4][C:5]([C:8]2[O:9][C:10]3[CH:20]=[CH:19][C:18]([C:21]4[CH:22]=[C:23]([C:31](=[O:37])[NH:32][CH2:33][CH:34]([CH3:35])[CH3:36])[CH:24]=[C:25]([OH:27])[CH:26]=4)=[CH:17][C:11]=3[C:12]=2[C:13]([NH:15][CH3:16])=[O:14])=[CH:6][CH:7]=1.